From a dataset of Reaction yield outcomes from USPTO patents with 853,638 reactions. Predict the reaction yield, written as a fraction of the theoretical maximum amount of product (1.0 means a 100% yield; for example, 0.34 means a 34% yield). (1) The reactants are [CH3:1][C:2]1[C:6]([C:7]([O:9][CH3:10])=[O:8])=[CH:5][NH:4][N:3]=1.[F:11][C:12]1[CH:17]=[CH:16][C:15](B(O)O)=[C:14]([CH3:21])[CH:13]=1. No catalyst specified. The product is [F:11][C:12]1[CH:17]=[CH:16][C:15]([N:4]2[CH:5]=[C:6]([C:7]([O:9][CH3:10])=[O:8])[C:2]([CH3:1])=[N:3]2)=[C:14]([CH3:21])[CH:13]=1. The yield is 0.680. (2) The yield is 0.0800. The product is [F:8][C:5]1[CH:6]=[CH:7][C:2]([C:12]#[C:11][CH2:10][CH2:9][C:13]2[N:14]=[C:15]3[CH:20]=[CH:19][CH:18]=[CH:17][N:16]3[CH:21]=2)=[N:3][CH:4]=1. The reactants are Br[C:2]1[CH:7]=[CH:6][C:5]([F:8])=[CH:4][N:3]=1.[CH2:9]([C:13]1[N:14]=[C:15]2[CH:20]=[CH:19][CH:18]=[CH:17][N:16]2[CH:21]=1)[CH2:10][C:11]#[CH:12]. The catalyst is C(N(CC)CC)C.[Cu](I)I.Cl[Pd](Cl)([P](C1C=CC=CC=1)(C1C=CC=CC=1)C1C=CC=CC=1)[P](C1C=CC=CC=1)(C1C=CC=CC=1)C1C=CC=CC=1. (3) The reactants are [F:1][C:2]1[CH:3]=[N:4][CH:5]=[C:6]([N:8]2[CH:12]=[C:11]([N+:13]([O-])=O)[C:10]([CH3:16])=[N:9]2)[CH:7]=1.C(OCC)(=O)C.[C:23](O[C:23]([O:25][C:26]([CH3:29])([CH3:28])[CH3:27])=[O:24])([O:25][C:26]([CH3:29])([CH3:28])[CH3:27])=[O:24].C(=O)(O)[O-].[Na+]. The catalyst is C(O)C.[Pd].O. The product is [F:1][C:2]1[CH:7]=[C:6]([N:8]2[CH:12]=[C:11]([NH:13][C:23](=[O:24])[O:25][C:26]([CH3:29])([CH3:28])[CH3:27])[C:10]([CH3:16])=[N:9]2)[CH:5]=[N:4][CH:3]=1. The yield is 0.410. (4) The reactants are [C:1]([NH:5][S:6]([C:9]1[CH:10]=[N:11][N:12]2[C:17]([NH:18][C:19]3[CH:24]=[C:23]([F:25])[CH:22]=[CH:21][C:20]=3[F:26])=[C:16]([C:27](OCC)=[O:28])[CH:15]=[N:14][C:13]=12)(=[O:8])=[O:7])([CH3:4])([CH3:3])[CH3:2].[F:32][C:33]1[CH:38]=[CH:37][C:36]([CH:39]2[CH2:44][CH2:43][NH:42][CH2:41][CH2:40]2)=[CH:35][CH:34]=1. No catalyst specified. The product is [C:1]([NH:5][S:6]([C:9]1[CH:10]=[N:11][N:12]2[C:17]([NH:18][C:19]3[CH:24]=[C:23]([F:25])[CH:22]=[CH:21][C:20]=3[F:26])=[C:16]([C:27]([N:42]3[CH2:41][CH2:40][CH:39]([C:36]4[CH:37]=[CH:38][C:33]([F:32])=[CH:34][CH:35]=4)[CH2:44][CH2:43]3)=[O:28])[CH:15]=[N:14][C:13]=12)(=[O:7])=[O:8])([CH3:4])([CH3:2])[CH3:3]. The yield is 0.430. (5) The reactants are [F:1][C:2]([F:17])([F:16])[C:3]1[CH:8]=[CH:7][C:6]([C:9]2[C:10](=[O:15])[NH:11][CH:12]=[CH:13][CH:14]=2)=[CH:5][CH:4]=1.[H-].[Na+].CN([CH:23]=[O:24])C. No catalyst specified. The product is [CH2:10]([O:15][C:23](=[O:24])[CH:2]([C:3]1[CH:8]=[CH:7][CH:6]=[CH:5][CH:4]=1)[N:11]1[CH:12]=[CH:13][CH:14]=[C:9]([C:6]2[CH:5]=[CH:4][C:3]([C:2]([F:1])([F:16])[F:17])=[CH:8][CH:7]=2)[C:10]1=[O:15])[CH3:9]. The yield is 0.780.